Dataset: Forward reaction prediction with 1.9M reactions from USPTO patents (1976-2016). Task: Predict the product of the given reaction. (1) Given the reactants C([O:3][C:4]([C:6]1([S:19]([C:22]2[CH:27]=[CH:26][C:25]([O:28][C:29]3[CH:34]=[CH:33][C:32]([Cl:35])=[CH:31][CH:30]=3)=[CH:24][CH:23]=2)(=[O:21])=[O:20])[CH2:11][CH2:10][N:9]([CH2:12][C:13]2[CH:18]=[CH:17][CH:16]=[CH:15][CH:14]=2)[CH2:8][CH2:7]1)=[O:5])C, predict the reaction product. The product is: [CH2:12]([N:9]1[CH2:10][CH2:11][C:6]([S:19]([C:22]2[CH:27]=[CH:26][C:25]([O:28][C:29]3[CH:30]=[CH:31][C:32]([Cl:35])=[CH:33][CH:34]=3)=[CH:24][CH:23]=2)(=[O:20])=[O:21])([C:4]([OH:5])=[O:3])[CH2:7][CH2:8]1)[C:13]1[CH:18]=[CH:17][CH:16]=[CH:15][CH:14]=1. (2) Given the reactants [CH:1]1([CH2:7][NH:8][C:9]([C:11]2[CH:16]=[CH:15][C:14]([NH:17]C(=O)OC(C)(C)C)=[CH:13][CH:12]=2)=[O:10])[CH2:6][CH2:5][CH2:4][CH2:3][CH2:2]1.C(Cl)Cl.FC(F)(F)C(O)=O, predict the reaction product. The product is: [NH2:17][C:14]1[CH:13]=[CH:12][C:11]([C:9]([NH:8][CH2:7][CH:1]2[CH2:6][CH2:5][CH2:4][CH2:3][CH2:2]2)=[O:10])=[CH:16][CH:15]=1.